This data is from Reaction yield outcomes from USPTO patents with 853,638 reactions. The task is: Predict the reaction yield, written as a fraction of the theoretical maximum amount of product (1.0 means a 100% yield; for example, 0.34 means a 34% yield). (1) The reactants are Br[C:2]1[C:10]2[O:9][C:8]([CH2:11][N:12]3[C:20](=[O:21])[C:19]4[C:14](=[CH:15][CH:16]=[CH:17][CH:18]=4)[C:13]3=[O:22])=[CH:7][C:6]=2[CH:5]=[C:4]([Cl:23])[CH:3]=1.C(=O)([O-])[O-].[K+].[K+].[C:30]1(B(O)O)[CH:35]=[CH:34][CH:33]=[CH:32][CH:31]=1. The catalyst is O1CCOCC1.O. The product is [Cl:23][C:4]1[CH:3]=[C:2]([C:30]2[CH:35]=[CH:34][CH:33]=[CH:32][CH:31]=2)[C:10]2[O:9][C:8]([CH2:11][N:12]3[C:20](=[O:21])[C:19]4[C:14](=[CH:15][CH:16]=[CH:17][CH:18]=4)[C:13]3=[O:22])=[CH:7][C:6]=2[CH:5]=1. The yield is 0.850. (2) The reactants are [C:1]1([S:7]([NH:10][CH2:11][CH2:12][N:13]2[C:21]3[CH:20]=[CH:19][CH:18]=[CH:17][C:16]=3[C:15]3[CH2:22][CH2:23][N:24](C(OC(C)(C)C)=O)[CH2:25][CH2:26][C:14]2=3)(=[O:9])=[O:8])[CH:6]=[CH:5][CH:4]=[CH:3][CH:2]=1.C(C(O)=O)(F)(F)F.C(Cl)[Cl:42]. No catalyst specified. The product is [ClH:42].[CH2:22]1[C:15]2[C:16]3[CH:17]=[CH:18][CH:19]=[CH:20][C:21]=3[N:13]([CH2:12][CH2:11][NH:10][S:7]([C:1]3[CH:6]=[CH:5][CH:4]=[CH:3][CH:2]=3)(=[O:8])=[O:9])[C:14]=2[CH2:26][CH2:25][NH:24][CH2:23]1. The yield is 0.900. (3) The reactants are [NH2:1][C:2]1[N:7]=[C:6]([O:8][CH3:9])[C:5]([C:10](=[O:26])[CH2:11][CH2:12][CH:13]2[CH2:18][CH2:17][N:16](C(OC(C)(C)C)=O)[CH2:15][CH2:14]2)=[CH:4][CH:3]=1.[Cl:27]N1C(=O)CCC1=O. The catalyst is CN(C)C=O.C(OCC)C. The product is [ClH:27].[NH2:1][C:2]1[N:7]=[C:6]([O:8][CH3:9])[C:5]([C:10](=[O:26])[CH2:11][CH2:12][CH:13]2[CH2:18][CH2:17][NH:16][CH2:15][CH2:14]2)=[CH:4][C:3]=1[Cl:27]. The yield is 0.560. (4) The reactants are [Cl:1][C:2]1[N:3]=[C:4](Cl)[C:5]2[CH2:10][CH2:9][CH:8]([C:11]3[CH:16]=[CH:15][C:14]([F:17])=[CH:13][CH:12]=3)[C:6]=2[N:7]=1.CC[N:21]([CH:25]([CH3:27])[CH3:26])C(C)C.[CH2:28]1COC[CH2:29]1. No catalyst specified. The product is [Cl:1][C:2]1[N:3]=[C:4]([NH:21][C@@H:25]([CH:26]2[CH2:29][CH2:28]2)[CH3:27])[C:5]2[CH2:10][CH2:9][CH:8]([C:11]3[CH:16]=[CH:15][C:14]([F:17])=[CH:13][CH:12]=3)[C:6]=2[N:7]=1. The yield is 0.631. (5) The reactants are [C:1]1(=[O:11])[O:6][C:4](=[O:5])[CH:3]2[CH2:7][CH2:8][CH2:9][CH2:10][CH:2]12.[Al+3].[Cl-].[Cl-].[Cl-]. The catalyst is C1C=CC=CC=1. The product is [C:4]([CH:3]1[CH2:7][CH2:8][CH2:9][CH2:10][CH:2]1[C:1]([OH:6])=[O:11])(=[O:5])[C:2]1[CH:10]=[CH:9][CH:8]=[CH:7][CH:3]=1. The yield is 0.570. (6) The reactants are Cl[C:2]1[CH:3]=[C:4]([C:16]([O:18]CC)=[O:17])[C:5]([CH3:15])=[C:6]2[C:11]=1[S:10](=[O:13])(=[O:12])[CH2:9][CH2:8][CH:7]2[OH:14].[OH-].[K+]. The catalyst is C(O)C.[Zn]. The product is [OH:14][CH:7]1[C:6]2[C:11](=[CH:2][CH:3]=[C:4]([C:16]([OH:18])=[O:17])[C:5]=2[CH3:15])[S:10](=[O:13])(=[O:12])[CH2:9][CH2:8]1. The yield is 1.00. (7) The reactants are [NH2:1][CH:2]([CH2:7][C:8]1[CH:9]=[C:10]2[C:15](=[CH:16][CH:17]=1)[N:14]=[C:13]([C:18]1[C:23]([Cl:24])=[CH:22][CH:21]=[CH:20][C:19]=1[Cl:25])[CH:12]=[CH:11]2)[C:3]([O:5][CH3:6])=[O:4].CCN(C(C)C)C(C)C.[CH:35]([O:38][C:39]1[C:40](=O)[C:41](=[O:47])[C:42]=1[O:43]C(C)C)([CH3:37])[CH3:36]. The catalyst is CO. The product is [Cl:25][C:19]1[CH:20]=[CH:21][CH:22]=[C:23]([Cl:24])[C:18]=1[C:13]1[CH:12]=[CH:11][C:10]2[C:15](=[CH:16][CH:17]=[C:8]([CH2:7][CH:2]([NH:1][C:40]3[C:41](=[O:47])[C:42](=[O:43])[C:39]=3[O:38][CH:35]([CH3:37])[CH3:36])[C:3]([O:5][CH3:6])=[O:4])[CH:9]=2)[N:14]=1. The yield is 0.570. (8) The reactants are [Cl-].[CH3:2][O:3][CH2:4][P+](C1C=CC=CC=1)(C1C=CC=CC=1)C1C=CC=CC=1.CC(C)([O-])C.[K+].[Br:30][C:31]1[CH:32]=[C:33]2[C:37](=[CH:38][CH:39]=1)[C:36](=O)[CH2:35][CH2:34]2. The catalyst is C1COCC1. The product is [Br:30][C:31]1[CH:32]=[C:33]2[C:37](=[CH:38][CH:39]=1)/[C:36](=[CH:2]/[O:3][CH3:4])/[CH2:35][CH2:34]2. The yield is 0.930. (9) The reactants are [NH2:1][C:2]1[CH:3]=[C:4]([CH:9]=[C:10]([N+:12]([O-:14])=[O:13])[CH:11]=1)[C:5]([O:7][CH3:8])=[O:6].C(N(CC)CC)C.[F:22][C:23]([F:36])([F:35])[S:24](O[S:24]([C:23]([F:36])([F:35])[F:22])(=[O:26])=[O:25])(=[O:26])=[O:25].[OH-].[Na+]. The catalyst is ClCCl. The product is [N+:12]([C:10]1[CH:9]=[C:4]([CH:3]=[C:2]([NH:1][S:24]([C:23]([F:36])([F:35])[F:22])(=[O:26])=[O:25])[CH:11]=1)[C:5]([O:7][CH3:8])=[O:6])([O-:14])=[O:13]. The yield is 0.251.